From a dataset of Forward reaction prediction with 1.9M reactions from USPTO patents (1976-2016). Predict the product of the given reaction. (1) The product is: [C:3]([O:7][C:8]([N:10]1[C:19]2[C:14](=[CH:15][CH:16]=[C:17]([CH2:20][CH2:21][O:22][C:23]3[CH:24]=[C:25]4[C:29](=[CH:30][CH:31]=3)[N:28]([CH:32]([C:39]3[CH:44]=[CH:43][CH:42]=[C:41]([O:45][CH2:46][C:47]5[CH:52]=[CH:51][CH:50]=[CH:49][CH:48]=5)[CH:40]=3)[CH2:33][C:34]([O:36][CH2:37][CH3:38])=[O:35])[CH:27]=[CH:26]4)[N:18]=2)[CH2:13][CH2:12][CH2:11]1)=[O:9])([CH3:4])([CH3:5])[CH3:6]. Given the reactants [Sm].[I-].[C:3]([O:7][C:8]([N:10]1[C:19]2[C:14](=[CH:15][CH:16]=[C:17]([CH2:20][CH2:21][O:22][C:23]3[CH:24]=[C:25]4[C:29](=[CH:30][CH:31]=3)[N:28]([C:32]([C:39]3[CH:44]=[CH:43][CH:42]=[C:41]([O:45][CH2:46][C:47]5[CH:52]=[CH:51][CH:50]=[CH:49][CH:48]=5)[CH:40]=3)=[CH:33][C:34]([O:36][CH2:37][CH3:38])=[O:35])[CH:27]=[CH:26]4)[N:18]=2)[CH2:13][CH2:12][CH2:11]1)=[O:9])([CH3:6])([CH3:5])[CH3:4].CN(C)P(N(C)C)(N(C)C)=O.CO.[Cl-].[NH4+], predict the reaction product. (2) Given the reactants Cl[C:2]1[N:7]=[C:6]([CH3:8])[C:5]([N+:9]([O-:11])=[O:10])=[CH:4][CH:3]=1.[F:12][C:13]1([F:19])[CH2:18][CH2:17][CH2:16][NH:15][CH2:14]1, predict the reaction product. The product is: [F:12][C:13]1([F:19])[CH2:18][CH2:17][CH2:16][N:15]([C:2]2[N:7]=[C:6]([CH3:8])[C:5]([N+:9]([O-:11])=[O:10])=[CH:4][CH:3]=2)[CH2:14]1.